From a dataset of Full USPTO retrosynthesis dataset with 1.9M reactions from patents (1976-2016). Predict the reactants needed to synthesize the given product. (1) Given the product [Cl:1][C:2]1[C:3]([F:10])=[C:4]([CH:5]([S:17]([C:14]2[CH:15]=[CH:16][C:11]([CH3:20])=[CH:12][CH:13]=2)(=[O:19])=[O:18])[NH:28][CH:26]=[O:27])[CH:7]=[CH:8][CH:9]=1, predict the reactants needed to synthesize it. The reactants are: [Cl:1][C:2]1[C:3]([F:10])=[C:4]([CH:7]=[CH:8][CH:9]=1)[CH:5]=O.[C:11]1([CH3:20])[CH:16]=[CH:15][C:14]([S:17]([OH:19])=[O:18])=[CH:13][CH:12]=1.C[Si](Cl)(C)C.[CH:26]([NH2:28])=[O:27]. (2) Given the product [Cl:1][C:2]1[CH:7]=[CH:6][CH:5]=[CH:4][C:3]=1[S:9]([NH:12][CH2:13][C:14]1[CH:15]=[C:16]([C:20]2[CH:21]=[C:22]3[C:26](=[C:27]([C:29]([NH2:31])=[O:30])[CH:28]=2)[NH:25][CH:24]=[C:23]3[CH:32]2[CH2:33][CH2:34][N:35]([S:38]([CH2:41][CH3:42])(=[O:39])=[O:40])[CH2:36][CH2:37]2)[CH:17]=[CH:18][CH:19]=1)(=[O:11])=[O:10], predict the reactants needed to synthesize it. The reactants are: [Cl:1][C:2]1[CH:7]=[CH:6][C:5](Cl)=[CH:4][C:3]=1[S:9]([NH:12][CH2:13][C:14]1[CH:15]=[C:16]([C:20]2[CH:21]=[C:22]3[C:26](=[C:27]([C:29]([NH2:31])=[O:30])[CH:28]=2)[NH:25][CH:24]=[C:23]3[CH:32]2[CH2:37][CH2:36][N:35]([S:38]([CH2:41][CH3:42])(=[O:40])=[O:39])[CH2:34][CH2:33]2)[CH:17]=[CH:18][CH:19]=1)(=[O:11])=[O:10].ClC1C=CC(Cl)=CC=1S(Cl)(=O)=O. (3) Given the product [OH:23][CH2:22][CH2:21][CH2:20][NH:19][C:2]1[C:15]2[C:14](=[O:16])[C:13]3[C:8](=[C:9]([NH:19][CH2:20][CH2:21][CH2:22][OH:24])[CH:10]=[CH:11][CH:12]=3)[C:7](=[O:18])[C:6]=2[CH:5]=[CH:4][CH:3]=1, predict the reactants needed to synthesize it. The reactants are: Cl[C:2]1[C:15]2[C:14](=[O:16])[C:13]3[C:8](=[C:9](Cl)[CH:10]=[CH:11][CH:12]=3)[C:7](=[O:18])[C:6]=2[CH:5]=[CH:4][CH:3]=1.[NH2:19][CH2:20][CH2:21][CH2:22][OH:23].[OH2:24].